The task is: Binary Classification. Given a T-cell receptor sequence (or CDR3 region) and an epitope sequence, predict whether binding occurs between them.. This data is from TCR-epitope binding with 47,182 pairs between 192 epitopes and 23,139 TCRs. (1) The epitope is FTYASALWEI. The TCR CDR3 sequence is CASSLSFRAHNEQFF. Result: 0 (the TCR does not bind to the epitope). (2) Result: 0 (the TCR does not bind to the epitope). The TCR CDR3 sequence is CASSHRTSGGAFPYEQYF. The epitope is YVFCTVNAL. (3) The epitope is KLGGALQAK. The TCR CDR3 sequence is CASSLAHGSEDTQYF. Result: 1 (the TCR binds to the epitope). (4) The epitope is KMQRMLLEK. The TCR CDR3 sequence is CASNTGGANTDTQYF. Result: 0 (the TCR does not bind to the epitope). (5) The epitope is LPAADLDDF. The TCR CDR3 sequence is CASSLDRAQETQYF. Result: 0 (the TCR does not bind to the epitope). (6) The epitope is SLVKPSFYV. The TCR CDR3 sequence is CASSQAAGEPPYQETQYF. Result: 1 (the TCR binds to the epitope). (7) The epitope is NLVPMVATV. The TCR CDR3 sequence is CASSYMGPNTDTQYF. Result: 1 (the TCR binds to the epitope).